Predict the reaction yield, written as a fraction of the theoretical maximum amount of product (1.0 means a 100% yield; for example, 0.34 means a 34% yield). From a dataset of Reaction yield outcomes from USPTO patents with 853,638 reactions. (1) The reactants are [Br:1][C:2]1[CH:3]=[CH:4][C:5]([OH:11])=[C:6]([C:8](=[O:10])[CH3:9])[CH:7]=1.C([O-])([O-])=O.[K+].[K+].[Br:18][CH2:19][CH2:20]Br. The catalyst is C(C(C)=O)C. The product is [Br:1][C:2]1[CH:3]=[CH:4][C:5]([O:11][CH2:20][CH2:19][Br:18])=[C:6]([C:8](=[O:10])[CH3:9])[CH:7]=1. The yield is 0.550. (2) The reactants are [Br:1][C:2]1[CH:8]=[C:7]([F:9])[CH:6]=[CH:5][C:3]=1[NH2:4].C(N(CC)CC)C.[C:17](Cl)(=[O:19])[CH3:18]. The catalyst is ClCCl. The product is [Br:1][C:2]1[CH:8]=[C:7]([F:9])[CH:6]=[CH:5][C:3]=1[NH:4][C:17](=[O:19])[CH3:18]. The yield is 0.490. (3) The reactants are [F:1][C:2]1[CH:7]=[CH:6][C:5]([N:8]2[CH2:13][CH2:12][N:11]([S:14]([C:17]3[CH:22]=[CH:21][CH:20]=[C:19]([N:23]4[CH2:28][CH2:27][NH:26][CH2:25][CH2:24]4)[CH:18]=3)(=[O:16])=[O:15])[C@H:10]([CH3:29])[CH2:9]2)=[C:4]([C:30]([F:33])([F:32])[F:31])[CH:3]=1.[CH3:34][CH:35]=O.CC(O)=O.[BH3-]C#N.[Na+]. The catalyst is CO. The product is [CH2:34]([N:26]1[CH2:27][CH2:28][N:23]([C:19]2[CH:18]=[C:17]([S:14]([N:11]3[CH2:12][CH2:13][N:8]([C:5]4[CH:6]=[CH:7][C:2]([F:1])=[CH:3][C:4]=4[C:30]([F:31])([F:33])[F:32])[CH2:9][C@H:10]3[CH3:29])(=[O:16])=[O:15])[CH:22]=[CH:21][CH:20]=2)[CH2:24][CH2:25]1)[CH3:35]. The yield is 1.00. (4) The reactants are [N+:1]([C:4]1[CH:5]=[C:6]([SH:10])[CH:7]=[CH:8][CH:9]=1)([O-:3])=[O:2].[OH-].[Na+].Br[CH2:14][CH2:15][CH2:16][Cl:17]. The catalyst is C(O)C. The product is [Cl:17][CH2:16][CH2:15][CH2:14][S:10][C:6]1[CH:7]=[CH:8][CH:9]=[C:4]([N+:1]([O-:3])=[O:2])[CH:5]=1. The yield is 0.850. (5) The reactants are [NH:1]1[C:5]2=[N:6][CH:7]=[C:8]([NH2:10])[CH:9]=[C:4]2[CH:3]=[N:2]1.[F:11][C:12]1[C:20]([N:21]([CH3:28])[S:22]([CH2:25][CH2:26][CH3:27])(=[O:24])=[O:23])=[CH:19][CH:18]=[C:17]([F:29])[C:13]=1[C:14]([OH:16])=[O:15].[F:30][C:31]1[C:39]([NH:40][S:41]([CH2:44][CH2:45][CH3:46])(=[O:43])=[O:42])=[CH:38][CH:37]=[C:36]([F:47])[C:32]=1[C:33]([OH:35])=[O:34]. No catalyst specified. The product is [F:11][C:12]1[C:20]([N:21]([CH3:28])[S:22]([CH2:25][CH2:26][CH3:27])(=[O:24])=[O:23])=[CH:19][CH:18]=[C:17]([F:29])[C:13]=1[C:14]([NH:10][C:8]1[CH:9]=[C:4]2[C:3]([O:34][CH3:33])=[N:2][NH:1][C:5]2=[N:6][CH:7]=1)=[O:15].[F:11][C:12]1[C:20]([N:21]([CH3:28])[S:22]([CH2:25][CH2:26][CH3:27])(=[O:23])=[O:24])=[CH:19][CH:18]=[C:17]([F:29])[C:13]=1[C:14]([OH:16])=[O:15].[F:30][C:31]1[C:39]([NH:40][S:41]([CH2:44][CH2:45][CH3:46])(=[O:42])=[O:43])=[CH:38][CH:37]=[C:36]([F:47])[C:32]=1[C:33]([OH:35])=[O:34]. The yield is 0.664. (6) The reactants are C([NH:8][C@@H:9]([CH2:35][C@H:36]1[CH2:41][CH2:40][CH2:39][O:38][CH2:37]1)[CH2:10][NH:11][C:12]([N:14]1[CH2:19][CH2:18][CH2:17][C@@H:16]([C@H:20]([C:28]2[CH:33]=[CH:32][CH:31]=[C:30]([Cl:34])[CH:29]=2)[O:21][CH2:22][CH2:23][NH:24][C:25](=[O:27])[O-:26])[CH2:15]1)=[O:13])(OC(C)(C)C)=O.C(Cl)Cl.[C:45]([OH:51])([C:47]([F:50])([F:49])[F:48])=[O:46]. No catalyst specified. The product is [OH:51][C:45]([C:47]([F:50])([F:49])[F:48])=[O:46].[NH2:8][C@@H:9]([CH2:35][C@H:36]1[CH2:41][CH2:40][CH2:39][O:38][CH2:37]1)[CH2:10][NH:11][C:12]([N:14]1[CH2:19][CH2:18][CH2:17][C@@H:16]([C@H:20]([C:28]2[CH:33]=[CH:32][CH:31]=[C:30]([Cl:34])[CH:29]=2)[O:21][CH2:22][CH2:23][NH:24][C:25](=[O:26])[OH:27])[CH2:15]1)=[O:13]. The yield is 0.540. (7) The reactants are C([O:8][C:9]1[C:18]([CH3:19])=[C:17]2[C:12]([C:13](=[O:35])[C:14]([CH3:34])=[C:15]([CH:20]3[CH2:23][N:22](C(OCC4C=CC=CC=4)=O)[CH2:21]3)[O:16]2)=[CH:11][CH:10]=1)C1C=CC=CC=1.ClCCl. The catalyst is CO.[C].[Pd]. The product is [NH:22]1[CH2:23][CH:20]([C:15]2[O:16][C:17]3[C:12]([C:13](=[O:35])[C:14]=2[CH3:34])=[CH:11][CH:10]=[C:9]([OH:8])[C:18]=3[CH3:19])[CH2:21]1. The yield is 0.910. (8) The reactants are [CH3:1][N:2]([CH2:4][C:5]1[CH:10]=[CH:9][C:8]([CH:11]2[CH:20]([C:21]3[CH:26]=[CH:25][C:24]([C:27]([F:30])([F:29])[F:28])=[CH:23][CH:22]=3)[C:19](=O)[C:18]3[C:17]([C:32]([O:34]CC)=O)=[CH:16][CH:15]=[CH:14][C:13]=3[NH:12]2)=[CH:7][CH:6]=1)[CH3:3].O.[NH2:38][NH2:39]. The catalyst is CO. The product is [CH3:1][N:2]([CH2:4][C:5]1[CH:10]=[CH:9][C:8]([CH:11]2[NH:12][C:13]3[C:18]4[C:19](=[N:38][NH:39][C:32](=[O:34])[C:17]=4[CH:16]=[CH:15][CH:14]=3)[CH:20]2[C:21]2[CH:22]=[CH:23][C:24]([C:27]([F:28])([F:29])[F:30])=[CH:25][CH:26]=2)=[CH:7][CH:6]=1)[CH3:3]. The yield is 0.345. (9) The reactants are [CH3:1][O:2][C:3]1[CH:4]=[C:5]2[C:9](=[CH:10][CH:11]=1)[C:8](=O)[CH2:7][CH2:6]2.[CH3:13][O:14][C:15](=[O:19])[CH:16](Br)[CH3:17]. The catalyst is C1COCC1.[Zn]. The product is [CH3:1][O:2][C:3]1[CH:4]=[C:5]2[C:9]([C:8]([CH:16]([CH3:17])[C:15]([O:14][CH3:13])=[O:19])=[CH:7][CH2:6]2)=[CH:10][CH:11]=1. The yield is 0.520.